This data is from Full USPTO retrosynthesis dataset with 1.9M reactions from patents (1976-2016). The task is: Predict the reactants needed to synthesize the given product. (1) The reactants are: [CH3:1][S:2][CH2:3][CH2:4][O:5][C:6]1[CH:7]=[C:8]([CH:11]=[CH:12][CH:13]=1)[CH:9]=[O:10].[OH:14]O.[OH-].[Na+]. Given the product [CH3:1][S:2]([CH2:3][CH2:4][O:5][C:6]1[CH:7]=[C:8]([CH:11]=[CH:12][CH:13]=1)[CH:9]=[O:10])=[O:14], predict the reactants needed to synthesize it. (2) Given the product [O:18]=[C:15]1[N:13]2[N:12]=[CH:11][CH:10]=[C:9]2[C:3]2[CH:4]=[C:5]([CH:7]=[O:8])[S:6][C:2]=2[NH:1]1, predict the reactants needed to synthesize it. The reactants are: [NH2:1][C:2]1[S:6][C:5]([CH:7]=[O:8])=[CH:4][C:3]=1[C:9]1[NH:13][N:12]=[CH:11][CH:10]=1.Cl[C:15]([O:18]C(=O)OC(Cl)(Cl)Cl)(Cl)Cl. (3) Given the product [C:44]([O:43][C:41](=[O:42])[N:10]([C:8]1[CH:7]=[C:6]([C:21]2[S:25][C:24]([N:26]3[CH2:32][CH2:31][CH2:30][NH:29][C:28](=[O:33])[CH2:27]3)=[N:23][CH:22]=2)[CH:5]=[C:4]([N+:1]([O-:3])=[O:2])[CH:9]=1)[C:11]1[N:16]=[C:15]([C:17]([F:19])([F:20])[F:18])[CH:14]=[CH:13][N:12]=1)([CH3:47])([CH3:46])[CH3:45], predict the reactants needed to synthesize it. The reactants are: [N+:1]([C:4]1[CH:5]=[C:6]([C:21]2[S:25][C:24]([N:26]3[CH2:32][CH2:31][CH2:30][NH:29][C:28](=[O:33])[CH2:27]3)=[N:23][CH:22]=2)[CH:7]=[C:8]([NH:10][C:11]2[N:16]=[C:15]([C:17]([F:20])([F:19])[F:18])[CH:14]=[CH:13][N:12]=2)[CH:9]=1)([O-:3])=[O:2].C(N(CC)CC)C.[C:41](O[C:41]([O:43][C:44]([CH3:47])([CH3:46])[CH3:45])=[O:42])([O:43][C:44]([CH3:47])([CH3:46])[CH3:45])=[O:42].